Task: Predict the product of the given reaction.. Dataset: Forward reaction prediction with 1.9M reactions from USPTO patents (1976-2016) (1) Given the reactants [CH3:1][N:2]([CH3:21])[CH2:3][CH2:4][O:5][C:6]1[CH:7]=[C:8]([C:18]([OH:20])=O)[C:9]2[CH:10]=[CH:11][N:12]([CH:15]([CH3:17])[CH3:16])[C:13]=2[CH:14]=1.CCN=C=NCCCN(C)C.Cl.C1C=CC2N(O)N=NC=2C=1.CCN(C(C)C)C(C)C.[NH2:53][CH2:54][C:55]1[C:56](=[O:65])[NH:57][C:58]([CH3:64])=[CH:59][C:60]=1[CH2:61][CH2:62][CH3:63], predict the reaction product. The product is: [CH3:64][C:58]1[NH:57][C:56](=[O:65])[C:55]([CH2:54][NH:53][C:18]([C:8]2[C:9]3[CH:10]=[CH:11][N:12]([CH:15]([CH3:16])[CH3:17])[C:13]=3[CH:14]=[C:6]([O:5][CH2:4][CH2:3][N:2]([CH3:1])[CH3:21])[CH:7]=2)=[O:20])=[C:60]([CH2:61][CH2:62][CH3:63])[CH:59]=1. (2) The product is: [C:1]1([CH:7]([C:14]2[C:22]3[C:17](=[CH:18][C:19]([O:23][CH2:25][CH2:26][CH2:27][CH2:28][OH:29])=[CH:20][CH:21]=3)[NH:16][CH:15]=2)[CH2:8][C:9]([O:11][CH2:12][CH3:13])=[O:10])[CH:6]=[CH:5][CH:4]=[CH:3][CH:2]=1. Given the reactants [C:1]1([CH:7]([C:14]2[C:22]3[C:17](=[CH:18][C:19]([OH:23])=[CH:20][CH:21]=3)[NH:16][CH:15]=2)[CH2:8][C:9]([O:11][CH2:12][CH3:13])=[O:10])[CH:6]=[CH:5][CH:4]=[CH:3][CH:2]=1.Br[CH2:25][CH2:26][CH2:27][CH2:28][OH:29].C(=O)([O-])[O-].[K+].[K+], predict the reaction product. (3) Given the reactants Cl[C:2]1[C:7]([CH3:8])=[C:6]([Cl:9])[N:5]=[CH:4][N:3]=1.[NH2:10][C:11]1[CH:16]=[CH:15][C:14]([C:17]([F:20])([F:19])[F:18])=[CH:13][CH:12]=1, predict the reaction product. The product is: [Cl:9][C:6]1[N:5]=[CH:4][N:3]=[C:2]([NH:10][C:11]2[CH:16]=[CH:15][C:14]([C:17]([F:18])([F:19])[F:20])=[CH:13][CH:12]=2)[C:7]=1[CH3:8]. (4) Given the reactants C[O:2][C:3]([CH:5]1[CH2:9][CH2:8][N:7]([CH2:10][C:11]2[CH:16]=[CH:15][CH:14]=[C:13]([O:17][CH2:18][CH:19]([CH3:21])[CH3:20])[CH:12]=2)[CH2:6]1)=O.O.[NH2:23][NH2:24], predict the reaction product. The product is: [CH2:18]([O:17][C:13]1[CH:12]=[C:11]([CH:16]=[CH:15][CH:14]=1)[CH2:10][N:7]1[CH2:8][CH2:9][CH:5]([C:3]([NH:23][NH2:24])=[O:2])[CH2:6]1)[CH:19]([CH3:21])[CH3:20]. (5) The product is: [F:15][C:16]1[CH:21]=[CH:20][C:19]([F:22])=[CH:18][C:17]=1[C:2]1[C:6]2[CH:7]=[C:8]([C:11]([O:13][CH3:14])=[O:12])[CH:9]=[CH:10][C:5]=2[O:4][CH:3]=1. Given the reactants Br[C:2]1[C:6]2[CH:7]=[C:8]([C:11]([O:13][CH3:14])=[O:12])[CH:9]=[CH:10][C:5]=2[O:4][CH:3]=1.[F:15][C:16]1[CH:21]=[CH:20][C:19]([F:22])=[CH:18][C:17]=1B(O)O, predict the reaction product. (6) Given the reactants [F:1][C:2]([F:20])([CH2:16][CH2:17][CH:18]=C)[CH2:3][CH2:4][O:5][CH2:6][CH2:7][CH2:8][CH2:9][C:10]1[CH:15]=[CH:14][CH:13]=[CH:12][CH:11]=1.I([O-])(=O)(=O)=[O:22].[Na+], predict the reaction product. The product is: [F:1][C:2]([F:20])([CH2:3][CH2:4][O:5][CH2:6][CH2:7][CH2:8][CH2:9][C:10]1[CH:15]=[CH:14][CH:13]=[CH:12][CH:11]=1)[CH2:16][CH2:17][CH:18]=[O:22]. (7) Given the reactants [Cl:1][C:2]1[S:6][C:5]([C:7]([O:9]C)=[O:8])=[CH:4][C:3]=1[C:11]1[N:15]([CH3:16])[N:14]=[CH:13][CH:12]=1.[Br:17]N1C(=O)CCC1=O.[OH-].[Na+], predict the reaction product. The product is: [Br:17][C:12]1[CH:13]=[N:14][N:15]([CH3:16])[C:11]=1[C:3]1[CH:4]=[C:5]([C:7]([OH:9])=[O:8])[S:6][C:2]=1[Cl:1]. (8) Given the reactants [CH2:1]([O:8][C:9](=[O:28])[NH:10][C@@H:11]([CH3:27])[CH2:12][N:13]1[C:21]2[C:16](=[CH:17][CH:18]=[C:19]3[O:24][C:23]([CH2:25][NH2:26])=[CH:22][C:20]3=2)[CH:15]=[N:14]1)[C:2]1[CH:7]=[CH:6][CH:5]=[CH:4][CH:3]=1.C(N(C(C)C)CC)(C)C.[C:38](Cl)(=[O:45])[C:39]1[CH:44]=[CH:43][CH:42]=[N:41][CH:40]=1, predict the reaction product. The product is: [CH2:1]([O:8][C:9](=[O:28])[NH:10][C@@H:11]([CH3:27])[CH2:12][N:13]1[C:21]2[C:16](=[CH:17][CH:18]=[C:19]3[O:24][C:23]([CH2:25][NH:26][C:38]([C:39]4[CH:40]=[N:41][CH:42]=[CH:43][CH:44]=4)=[O:45])=[CH:22][C:20]3=2)[CH:15]=[N:14]1)[C:2]1[CH:7]=[CH:6][CH:5]=[CH:4][CH:3]=1. (9) Given the reactants [CH:1]1([C:5](=O)[CH2:6][C:7]([NH:9][C:10]2[CH:15]=[CH:14][C:13]([N+:16]([O-:18])=[O:17])=[CH:12][CH:11]=2)=S)[CH2:4][CH2:3][CH2:2]1.C(O)(=O)C.[NH2:24][NH2:25], predict the reaction product. The product is: [CH:1]1([C:5]2[NH:25][N:24]=[C:7]([NH:9][C:10]3[CH:15]=[CH:14][C:13]([N+:16]([O-:18])=[O:17])=[CH:12][CH:11]=3)[CH:6]=2)[CH2:4][CH2:3][CH2:2]1. (10) Given the reactants [CH:1]([C:4]1[N:8]=[C:7]([N:9]2[CH2:14][CH2:13][CH:12]([CH2:15][CH2:16][CH2:17][O:18][C:19]3[CH:20]=[CH:21][C:22]([C:25]([OH:27])=O)=[N:23][CH:24]=3)[CH2:11][CH2:10]2)[O:6][N:5]=1)([CH3:3])[CH3:2].[NH2:28][C@H:29]([CH3:32])[CH2:30][OH:31], predict the reaction product. The product is: [OH:31][CH2:30][C@H:29]([NH:28][C:25]([C:22]1[CH:21]=[CH:20][C:19]([O:18][CH2:17][CH2:16][CH2:15][CH:12]2[CH2:13][CH2:14][N:9]([C:7]3[O:6][N:5]=[C:4]([CH:1]([CH3:3])[CH3:2])[N:8]=3)[CH2:10][CH2:11]2)=[CH:24][N:23]=1)=[O:27])[CH3:32].